Dataset: Forward reaction prediction with 1.9M reactions from USPTO patents (1976-2016). Task: Predict the product of the given reaction. (1) Given the reactants [NH:1]1[CH:5]=[C:4]([C:6]2[CH:11]=[C:10]([O:12][C:13]3[C:18]([F:19])=[CH:17][C:16]([NH:20][C:21]([C:23]4[C:24](=[O:39])[N:25]([C:32]5[CH:37]=[CH:36][C:35]([F:38])=[CH:34][CH:33]=5)[CH:26]=[CH:27][C:28]=4[O:29][CH2:30][CH3:31])=[O:22])=[C:15]([F:40])[CH:14]=3)[CH:9]=[CH:8][N:7]=2)[CH:3]=[N:2]1.[ClH:41].CCOCC, predict the reaction product. The product is: [ClH:41].[NH:1]1[CH:5]=[C:4]([C:6]2[CH:11]=[C:10]([O:12][C:13]3[C:18]([F:19])=[CH:17][C:16]([NH:20][C:21]([C:23]4[C:24](=[O:39])[N:25]([C:32]5[CH:37]=[CH:36][C:35]([F:38])=[CH:34][CH:33]=5)[CH:26]=[CH:27][C:28]=4[O:29][CH2:30][CH3:31])=[O:22])=[C:15]([F:40])[CH:14]=3)[CH:9]=[CH:8][N:7]=2)[CH:3]=[N:2]1. (2) Given the reactants CC1(C)[N:6](C(OC(C)(C)C)=O)[C@@:5]([CH3:41])([C:14]2[S:15][C:16]([C:19]3[CH:24]=[CH:23][C:22]([O:25][CH2:26][CH2:27][CH2:28][CH2:29][O:30][C:31]4[CH:36]=[CH:35][CH:34]=[CH:33][CH:32]=4)=[C:21]([C:37]([F:40])([F:39])[F:38])[CH:20]=3)=[CH:17][N:18]=2)[CH2:4][O:3]1, predict the reaction product. The product is: [NH2:6][C@@:5]([C:14]1[S:15][C:16]([C:19]2[CH:24]=[CH:23][C:22]([O:25][CH2:26][CH2:27][CH2:28][CH2:29][O:30][C:31]3[CH:36]=[CH:35][CH:34]=[CH:33][CH:32]=3)=[C:21]([C:37]([F:39])([F:40])[F:38])[CH:20]=2)=[CH:17][N:18]=1)([CH3:41])[CH2:4][OH:3]. (3) Given the reactants [Cl:1][C:2]1[CH:10]=[C:9]([N+:11]([O-:13])=[O:12])[CH:8]=[CH:7][C:3]=1[C:4]([OH:6])=O.S(Cl)(Cl)=O.O1CCCC1.Cl.[CH2:24]([O:28][C@H:29]1[CH2:33][CH2:32][NH:31][CH2:30]1)[CH:25]([CH3:27])[CH3:26], predict the reaction product. The product is: [Cl:1][C:2]1[CH:10]=[C:9]([N+:11]([O-:13])=[O:12])[CH:8]=[CH:7][C:3]=1[C:4]([N:31]1[CH2:32][CH2:33][C@H:29]([O:28][CH2:24][CH:25]([CH3:27])[CH3:26])[CH2:30]1)=[O:6]. (4) Given the reactants [Cl:1][C:2]1[CH:7]=[CH:6][CH:5]=[C:4]([F:8])[C:3]=1[C:9]1[S:10][C:11]2[C:12](=O)[NH:13][CH:14]=[CH:15][C:16]=2[N:17]=1.P(Br)(Br)([Br:21])=O, predict the reaction product. The product is: [Br:21][C:12]1[C:11]2[S:10][C:9]([C:3]3[C:4]([F:8])=[CH:5][CH:6]=[CH:7][C:2]=3[Cl:1])=[N:17][C:16]=2[CH:15]=[CH:14][N:13]=1.